Dataset: Catalyst prediction with 721,799 reactions and 888 catalyst types from USPTO. Task: Predict which catalyst facilitates the given reaction. (1) Reactant: [O-]CC.[Na+].Cl.[C:6]([C:9]1[CH:14]=[CH:13][N:12]=[CH:11][CH:10]=1)(=[NH:8])[NH2:7].[CH:15]([CH:17]([CH:23]=O)[C:18]([O:20][CH2:21][CH3:22])=[O:19])=O.ClCCl. Product: [N:12]1[CH:13]=[CH:14][C:9]([C:6]2[N:7]=[CH:23][C:17]([C:18]([O:20][CH2:21][CH3:22])=[O:19])=[CH:15][N:8]=2)=[CH:10][CH:11]=1. The catalyst class is: 40. (2) Reactant: P(Cl)(Cl)(Cl)=O.[F:6][C:7]1[CH:8]=[C:9]([C:14](=[O:38])[CH2:15][NH:16][C:17](=O)[CH2:18][CH2:19][C:20]2[N:21](S(N(C)C)(=O)=O)[CH:22]=[C:23]([CH2:25][C:26]([CH3:30])([CH3:29])[CH2:27][CH3:28])[N:24]=2)[CH:10]=[CH:11][C:12]=1[F:13].C(=O)(O)[O-].[Na+]. Product: [F:6][C:7]1[CH:8]=[C:9]([C:14]2[O:38][C:17]([CH2:18][CH2:19][C:20]3[NH:24][C:23]([CH2:25][C:26]([CH3:30])([CH3:29])[CH2:27][CH3:28])=[CH:22][N:21]=3)=[N:16][CH:15]=2)[CH:10]=[CH:11][C:12]=1[F:13]. The catalyst class is: 291. (3) Reactant: Cl[C:2]1[N:7]=[C:6]([NH:8][C:9]([C:11]2([C:14]3[CH:24]=[CH:23][C:17]4[O:18][C:19]([F:22])([F:21])[O:20][C:16]=4[CH:15]=3)[CH2:13][CH2:12]2)=[O:10])[CH:5]=[CH:4][C:3]=1[CH3:25].[CH3:26][O:27][C:28]1[N:33]=[CH:32][C:31](B(O)O)=[CH:30][CH:29]=1.C(=O)([O-])[O-].[K+].[K+]. Product: [F:21][C:19]1([F:22])[O:18][C:17]2[CH:23]=[CH:24][C:14]([C:11]3([C:9]([NH:8][C:6]4[N:7]=[C:2]([C:31]5[CH:32]=[N:33][C:28]([O:27][CH3:26])=[CH:29][CH:30]=5)[C:3]([CH3:25])=[CH:4][CH:5]=4)=[O:10])[CH2:13][CH2:12]3)=[CH:15][C:16]=2[O:20]1. The catalyst class is: 104. (4) Reactant: F[C:2]1[CH:7]=[C:6]([F:8])[CH:5]=[CH:4][C:3]=1[N+:9]([O-:11])=[O:10].[CH2:12]1[O:16][C@@H:15]2[C@H:17]([OH:20])[CH2:18][O:19][C@@H:14]2[C@@H:13]1[OH:21].[Li+].C[Si]([N-][Si](C)(C)C)(C)C.Cl. Product: [F:8][C:6]1[CH:5]=[CH:4][C:3]([N+:9]([O-:11])=[O:10])=[C:2]([CH:7]=1)[O:21][C@H:13]1[C@H:14]2[O:19][CH2:18][C@@H:17]([OH:20])[C@H:15]2[O:16][CH2:12]1. The catalyst class is: 1. (5) Reactant: [CH2:1]([C:8]([CH2:19][CH2:20][C:21]1[CH:26]=[CH:25][CH:24]=[CH:23][CH:22]=1)(C(OCC)=O)[C:9]([O:11][CH2:12][CH3:13])=[O:10])[C:2]1[CH:7]=[CH:6][CH:5]=[CH:4][CH:3]=1.[Li+].[Cl-]. Product: [CH2:1]([CH:8]([CH2:19][CH2:20][C:21]1[CH:22]=[CH:23][CH:24]=[CH:25][CH:26]=1)[C:9]([O:11][CH2:12][CH3:13])=[O:10])[C:2]1[CH:3]=[CH:4][CH:5]=[CH:6][CH:7]=1. The catalyst class is: 16. (6) Reactant: [OH:1][CH2:2][CH2:3][O:4][C:5]1[C:10]([CH3:11])=[CH:9][C:8]([C:12]2[NH:21][C:20](=[O:22])[C:19]3[C:14](=[CH:15][C:16]([O:25][CH3:26])=[CH:17][C:18]=3[O:23][CH3:24])[N:13]=2)=[CH:7][C:6]=1[CH3:27].CCN(CC)CC.[CH3:35][S:36](Cl)(=[O:38])=[O:37]. Product: [CH3:35][S:36]([O:1][CH2:2][CH2:3][O:4][C:5]1[C:10]([CH3:11])=[CH:9][C:8]([C:12]2[NH:21][C:20](=[O:22])[C:19]3[C:14](=[CH:15][C:16]([O:25][CH3:26])=[CH:17][C:18]=3[O:23][CH3:24])[N:13]=2)=[CH:7][C:6]=1[CH3:27])(=[O:38])=[O:37]. The catalyst class is: 91. (7) Reactant: [CH3:1][C:2]1[CH:7]=[CH:6][C:5]([C:8]2[CH:13]=[C:12]([N:14]3[CH2:19][CH2:18][CH2:17][CH2:16][C:15]3=[O:20])[CH:11]=[C:10]([C:21]([OH:23])=O)[CH:9]=2)=[CH:4][CH:3]=1.Cl.CN(C)CCCN=C=NCC.O.ON1C2C=CC=CC=2N=N1.[CH3:47][C:48]1[N:53]=[CH:52][C:51]([CH2:54][NH2:55])=[CH:50][CH:49]=1.C(N(CC)C(C)C)(C)C. Product: [CH3:1][C:2]1[CH:3]=[CH:4][C:5]([C:8]2[CH:13]=[C:12]([N:14]3[CH2:19][CH2:18][CH2:17][CH2:16][C:15]3=[O:20])[CH:11]=[C:10]([C:21]([NH:55][CH2:54][C:51]3[CH:52]=[N:53][C:48]([CH3:47])=[CH:49][CH:50]=3)=[O:23])[CH:9]=2)=[CH:6][CH:7]=1. The catalyst class is: 2. (8) Reactant: [F:1][C:2]1[CH:9]=[CH:8][C:7]([F:10])=[CH:6][C:3]=1[CH:4]=O.[N+:11]([CH2:14][CH2:15][CH2:16][C:17]([O:19]C)=O)([O-:13])=[O:12].[CH3:21][NH2:22]. Product: [F:1][C:2]1[CH:9]=[CH:8][C:7]([F:10])=[CH:6][C:3]=1[C@@H:4]1[N:22]([CH3:21])[C:17](=[O:19])[CH2:16][CH2:15][C@H:14]1[N+:11]([O-:13])=[O:12]. The catalyst class is: 8. (9) Reactant: ClC(N(C)C)=C(C)C.[C:9]([O:13][C:14]([N:16]1[CH2:23][CH:22]2[N:24]([C:25]([O:27][C:28]([CH3:31])([CH3:30])[CH3:29])=[O:26])[CH:18]([CH2:19][C:20]([C:35]3[CH:40]=[CH:39][CH:38]=[C:37]([O:41][CH2:42][CH2:43][O:44][Si](C(C)(C)C)(C)C)[CH:36]=3)=[C:21]2[C:32]([OH:34])=O)[CH2:17]1)=[O:15])([CH3:12])([CH3:11])[CH3:10].[CH:52]1([NH:55][CH2:56][C:57]2[CH:62]=[CH:61][CH:60]=[C:59]([O:63][CH3:64])[C:58]=2[CH3:65])[CH2:54][CH2:53]1.CCN(C(C)C)C(C)C.C(O)(=O)CC(CC(O)=O)(C(O)=O)O.CCCC[N+](CCCC)(CCCC)CCCC.[F-]. Product: [C:9]([O:13][C:14]([N:16]1[CH2:23][CH:22]2[N:24]([C:25]([O:27][C:28]([CH3:30])([CH3:31])[CH3:29])=[O:26])[CH:18]([CH2:19][C:20]([C:35]3[CH:40]=[CH:39][CH:38]=[C:37]([O:41][CH2:42][CH2:43][OH:44])[CH:36]=3)=[C:21]2[C:32](=[O:34])[N:55]([CH:52]2[CH2:54][CH2:53]2)[CH2:56][C:57]2[CH:62]=[CH:61][CH:60]=[C:59]([O:63][CH3:64])[C:58]=2[CH3:65])[CH2:17]1)=[O:15])([CH3:12])([CH3:11])[CH3:10]. The catalyst class is: 168. (10) Reactant: [N:1]1[C:10]2[C:5](=[CH:6][CH:7]=[CH:8][C:9]=2[OH:11])[CH:4]=[CH:3][CH:2]=1.ClC1C=CC=C(C(OO)=[O:20])C=1. Product: [OH:11][C:9]1[CH:8]=[CH:7][CH:6]=[C:5]2[C:10]=1[N+:1]([O-:20])=[CH:2][CH:3]=[CH:4]2. The catalyst class is: 4.